Dataset: CYP2C9 inhibition data for predicting drug metabolism from PubChem BioAssay. Task: Regression/Classification. Given a drug SMILES string, predict its absorption, distribution, metabolism, or excretion properties. Task type varies by dataset: regression for continuous measurements (e.g., permeability, clearance, half-life) or binary classification for categorical outcomes (e.g., BBB penetration, CYP inhibition). Dataset: cyp2c9_veith. The molecule is O=C(c1cccc(F)c1)N1CCC2(CC1)CCN(c1ccc(-c3ccccc3)cc1)CC2. The result is 0 (non-inhibitor).